From a dataset of Forward reaction prediction with 1.9M reactions from USPTO patents (1976-2016). Predict the product of the given reaction. (1) The product is: [ClH:22].[F:21][C:18]([F:19])([F:20])[CH2:17][C:13]1[CH:14]=[C:15]2[C:10](=[CH:11][CH:12]=1)[CH2:9][NH:8][CH2:16]2. Given the reactants C(OC([N:8]1[CH2:16][C:15]2[C:10](=[CH:11][CH:12]=[C:13]([CH2:17][C:18]([F:21])([F:20])[F:19])[CH:14]=2)[CH2:9]1)=O)(C)(C)C.[ClH:22], predict the reaction product. (2) Given the reactants Br[C:2]1[C:3]2[NH:7][C:6]([C:8](C3C(C)=CC(C)=CC=3C)=[C:9]3[N:35]=[C:12]([C:13](Br)=[C:14]4[NH:33][C:17](=[C:18](C5C(C)=CC(C)=CC=5C)[C:19]5[CH:20]=[CH:21][C:22]=1[N:23]=5)[CH:16]=[CH:15]4)[CH:11]=[CH:10]3)=[CH:5][CH:4]=2.C1C=CC(P(C2C(OC3C(P(C4C=CC=CC=4)C4C=CC=CC=4)=CC=CC=3)=CC=CC=2)C2C=CC=CC=2)=CC=1.C([O-])([O-])=O.[Cs+].[Cs+].C(OCC)(=O)C, predict the reaction product. The product is: [C:3]12[CH:2]=[C:22]3[N:23]=[C:19]([CH:20]=[CH:21]3)[CH:18]=[C:17]3[NH:33][C:14]([CH:15]=[CH:16]3)=[CH:13][C:12]3=[N:35][C:9]([CH:10]=[CH:11]3)=[CH:8][C:6]([NH:7]1)=[CH:5][CH:4]=2. (3) Given the reactants C[O:2][C:3](=[O:16])[CH2:4][CH2:5][N:6]1[C:10]2[CH:11]=[CH:12][CH:13]=[CH:14][C:9]=2[NH:8][C:7]1=[O:15].[H-].[Na+].Br[CH2:20][C:21]1[C:26]2[S:27][CH:28]=[CH:29][C:25]=2[CH:24]=[CH:23][CH:22]=1, predict the reaction product. The product is: [S:27]1[C:26]2[C:21]([CH2:20][N:8]3[C:9]4[CH:14]=[CH:13][CH:12]=[CH:11][C:10]=4[N:6]([CH2:5][CH2:4][C:3]([OH:2])=[O:16])[C:7]3=[O:15])=[CH:22][CH:23]=[CH:24][C:25]=2[CH:29]=[CH:28]1. (4) Given the reactants [CH2:1]([N:3]([C:17]1[C:18]([CH3:28])=[N:19][N:20]([C:22]2[CH:23]=[N:24][CH:25]=[CH:26][CH:27]=2)[CH:21]=1)[C:4](=[O:16])[CH2:5][C:6]([OH:15])([C:11]([F:14])([F:13])[F:12])[C:7]([F:10])([F:9])[F:8])[CH3:2].[H-].[Na+].IC.[CH3:33]COC(C)=O.CCCCCC, predict the reaction product. The product is: [CH2:1]([N:3]([C:17]1[C:18]([CH3:28])=[N:19][N:20]([C:22]2[CH:23]=[N:24][CH:25]=[CH:26][CH:27]=2)[CH:21]=1)[C:4](=[O:16])[CH2:5][C:6]([O:15][CH3:33])([C:7]([F:9])([F:8])[F:10])[C:11]([F:14])([F:12])[F:13])[CH3:2]. (5) Given the reactants [NH2:1][C:2]1[CH:7]=[CH:6][C:5]([N:8]2[CH2:13][CH2:12][CH2:11][C@H:10]([C:14]([N:16]3[CH2:21][CH2:20][N:19]([CH3:22])[CH2:18][CH2:17]3)=O)[CH2:9]2)=[CH:4][C:3]=1[O:23][CH3:24].COC1C=C(N2CCC[C@@H](CN3CCN(C)CC3)C2)C=CC=1[N+]([O-])=O, predict the reaction product. The product is: [CH3:24][O:23][C:3]1[CH:4]=[C:5]([N:8]2[CH2:13][CH2:12][CH2:11][C@@H:10]([CH2:14][N:16]3[CH2:17][CH2:18][N:19]([CH3:22])[CH2:20][CH2:21]3)[CH2:9]2)[CH:6]=[CH:7][C:2]=1[NH2:1]. (6) Given the reactants [O:1]1[CH:5]=[CH:4][CH:3]=[C:2]1[C:6]1N(C2C=C(C#N)SC=2)N=[C:8]([C:18]([F:21])([F:20])[F:19])[CH:7]=1.[Cl-].[C:23]([C:25]1[S:29][C:28]([NH2+:30][NH2:31])=[CH:27][CH:26]=1)#[N:24], predict the reaction product. The product is: [O:1]1[CH:5]=[CH:4][CH:3]=[C:2]1[C:6]1[N:30]([C:28]2[S:29][C:25]([C:23]#[N:24])=[CH:26][CH:27]=2)[N:31]=[C:8]([C:18]([F:19])([F:20])[F:21])[CH:7]=1. (7) Given the reactants C(NC(C)C)(C)C.C([Li])CCC.C(NC(C)C)(C)C.[Li].[O:21]=[C:22]1[CH2:27][CH2:26][N:25]([C:28]([O:30][C:31]([CH3:34])([CH3:33])[CH3:32])=[O:29])[CH2:24][CH2:23]1.[F:35][C:36]([F:55])([F:54])[S:37](N(C1C=CC=CC=1)[S:37]([C:36]([F:55])([F:54])[F:35])(=[O:39])=[O:38])(=[O:39])=[O:38], predict the reaction product. The product is: [F:35][C:36]([F:55])([F:54])[S:37]([O:21][C:22]1[CH2:27][CH2:26][N:25]([C:28]([O:30][C:31]([CH3:34])([CH3:33])[CH3:32])=[O:29])[CH2:24][CH:23]=1)(=[O:39])=[O:38].